This data is from Full USPTO retrosynthesis dataset with 1.9M reactions from patents (1976-2016). The task is: Predict the reactants needed to synthesize the given product. (1) Given the product [Cl:1][C:2]1[CH:7]=[CH:6][C:5]([C:8]2[N:12]([CH:13]([CH:17]3[CH2:18][CH2:19][CH2:20][CH2:21][CH2:22]3)[C:14]([NH:35][C:36]3[CH:43]=[CH:42][C:39]([C:40]#[N:41])=[CH:38][CH:37]=3)=[O:15])[C:11]3[CH:23]=[C:24]([F:28])[C:25]([F:27])=[CH:26][C:10]=3[N:9]=2)=[CH:4][CH:3]=1, predict the reactants needed to synthesize it. The reactants are: [Cl:1][C:2]1[CH:7]=[CH:6][C:5]([C:8]2[N:12]([CH:13]([CH:17]3[CH2:22][CH2:21][CH2:20][CH2:19][CH2:18]3)[C:14](O)=[O:15])[C:11]3[CH:23]=[C:24]([F:28])[C:25]([F:27])=[CH:26][C:10]=3[N:9]=2)=[CH:4][CH:3]=1.C(Cl)(=O)C(Cl)=O.[NH2:35][C:36]1[CH:43]=[CH:42][C:39]([C:40]#[N:41])=[CH:38][CH:37]=1.C(N(CC)CC)C. (2) Given the product [C:1]([O:4][CH2:5][CH2:6][C:7]1[C:16]2[C:11](=[CH:12][CH:13]=[CH:14][CH:15]=2)[C:10]([NH2:17])=[CH:9][C:8]=1[NH:28][C:29]([C:31]1[NH:32][C:33]2[C:38]([CH:39]=1)=[CH:37][C:36]([O:40][CH3:41])=[C:35]([O:42][CH3:43])[C:34]=2[O:44][CH3:45])=[O:30])(=[O:3])[CH3:2], predict the reactants needed to synthesize it. The reactants are: [C:1]([O:4][CH2:5][CH2:6][C:7]1[C:16]2[C:11](=[CH:12][CH:13]=[CH:14][CH:15]=2)[C:10]([NH:17]C(OCC2C=CC=CC=2)=O)=[CH:9][C:8]=1[NH:28][C:29]([C:31]1[NH:32][C:33]2[C:38]([CH:39]=1)=[CH:37][C:36]([O:40][CH3:41])=[C:35]([O:42][CH3:43])[C:34]=2[O:44][CH3:45])=[O:30])(=[O:3])[CH3:2]. (3) Given the product [NH2:1][C:2]1[S:3][C:4]2[CH:10]=[C:9]([NH:11][C:12]([NH2:14])=[S:13])[CH:8]=[CH:7][C:5]=2[N:6]=1, predict the reactants needed to synthesize it. The reactants are: [NH2:1][C:2]1[S:3][C:4]2[CH:10]=[C:9]([NH:11][C:12]([NH:14]C(=O)C3C=CC=CC=3)=[S:13])[CH:8]=[CH:7][C:5]=2[N:6]=1.[OH-].[Na+]. (4) Given the product [CH3:43][O:44][C:4]1[CH:5]=[CH:6][C:1]([N:7]2[C:12](=[O:13])[C:11]3[S:14][CH:15]=[C:16]([C:17]4[CH:18]=[CH:19][C:20]5[C:21](=[CH:25][CH:24]=[CH:28][CH:27]=5)[CH:22]=4)[C:10]=3[N:9]=[CH:8]2)=[CH:2][CH:3]=1, predict the reactants needed to synthesize it. The reactants are: [C:1]1([N:7]2[C:12](=[O:13])[C:11]3[S:14][CH:15]=[C:16]([C:17]4[CH:22]=[CH:21][CH:20]=[CH:19][CH:18]=4)[C:10]=3[N:9]=[CH:8]2)[CH:6]=[CH:5][CH:4]=[CH:3][CH:2]=1.N[C:24]1[C:28]([C:24]2[CH:25]=CC3[C:27](=[CH:25][CH:24]=[CH:28][CH:27]=3)[CH:28]=2)=[CH:27]S[C:25]=1C(OC)=O.[CH:43](OCC)(OCC)[O:44]CC.COC1C=CC(N)=CC=1.